Dataset: NCI-60 drug combinations with 297,098 pairs across 59 cell lines. Task: Regression. Given two drug SMILES strings and cell line genomic features, predict the synergy score measuring deviation from expected non-interaction effect. (1) Drug 1: CC1CCC2CC(C(=CC=CC=CC(CC(C(=O)C(C(C(=CC(C(=O)CC(OC(=O)C3CCCCN3C(=O)C(=O)C1(O2)O)C(C)CC4CCC(C(C4)OC)O)C)C)O)OC)C)C)C)OC. Drug 2: CC1=C(N=C(N=C1N)C(CC(=O)N)NCC(C(=O)N)N)C(=O)NC(C(C2=CN=CN2)OC3C(C(C(C(O3)CO)O)O)OC4C(C(C(C(O4)CO)O)OC(=O)N)O)C(=O)NC(C)C(C(C)C(=O)NC(C(C)O)C(=O)NCCC5=NC(=CS5)C6=NC(=CS6)C(=O)NCCC[S+](C)C)O. Cell line: NCI-H460. Synergy scores: CSS=36.6, Synergy_ZIP=-1.17, Synergy_Bliss=-0.674, Synergy_Loewe=1.45, Synergy_HSA=3.64. (2) Drug 1: CN1C(=O)N2C=NC(=C2N=N1)C(=O)N. Drug 2: C(CCl)NC(=O)N(CCCl)N=O. Cell line: CAKI-1. Synergy scores: CSS=4.43, Synergy_ZIP=-2.76, Synergy_Bliss=-0.403, Synergy_Loewe=-4.29, Synergy_HSA=-2.69. (3) Drug 1: CCCCCOC(=O)NC1=NC(=O)N(C=C1F)C2C(C(C(O2)C)O)O. Drug 2: C(CC(=O)O)C(=O)CN.Cl. Cell line: ACHN. Synergy scores: CSS=2.34, Synergy_ZIP=-2.30, Synergy_Bliss=-4.18, Synergy_Loewe=-1.77, Synergy_HSA=-2.99. (4) Drug 1: CCC1(CC2CC(C3=C(CCN(C2)C1)C4=CC=CC=C4N3)(C5=C(C=C6C(=C5)C78CCN9C7C(C=CC9)(C(C(C8N6C=O)(C(=O)OC)O)OC(=O)C)CC)OC)C(=O)OC)O.OS(=O)(=O)O. Drug 2: C1CC(C1)(C(=O)O)C(=O)O.[NH2-].[NH2-].[Pt+2]. Cell line: RXF 393. Synergy scores: CSS=11.9, Synergy_ZIP=-4.79, Synergy_Bliss=-0.261, Synergy_Loewe=-6.94, Synergy_HSA=2.39. (5) Drug 1: CC1C(C(CC(O1)OC2CC(CC3=C2C(=C4C(=C3O)C(=O)C5=C(C4=O)C(=CC=C5)OC)O)(C(=O)CO)O)N)O.Cl. Cell line: HCC-2998. Synergy scores: CSS=-3.93, Synergy_ZIP=11.2, Synergy_Bliss=13.4, Synergy_Loewe=9.67, Synergy_HSA=6.33. Drug 2: COC1=C(C=C2C(=C1)N=CN=C2NC3=CC(=C(C=C3)F)Cl)OCCCN4CCOCC4. (6) Drug 1: C1=CC(=C2C(=C1NCCNCCO)C(=O)C3=C(C=CC(=C3C2=O)O)O)NCCNCCO. Drug 2: CC1=CC2C(CCC3(C2CCC3(C(=O)C)OC(=O)C)C)C4(C1=CC(=O)CC4)C. Cell line: HCT-15. Synergy scores: CSS=56.7, Synergy_ZIP=6.18, Synergy_Bliss=2.45, Synergy_Loewe=-54.1, Synergy_HSA=1.47. (7) Drug 1: CNC(=O)C1=CC=CC=C1SC2=CC3=C(C=C2)C(=NN3)C=CC4=CC=CC=N4. Drug 2: CC1=C2C(C(=O)C3(C(CC4C(C3C(C(C2(C)C)(CC1OC(=O)C(C(C5=CC=CC=C5)NC(=O)C6=CC=CC=C6)O)O)OC(=O)C7=CC=CC=C7)(CO4)OC(=O)C)O)C)OC(=O)C. Cell line: HT29. Synergy scores: CSS=70.8, Synergy_ZIP=19.9, Synergy_Bliss=17.8, Synergy_Loewe=-8.97, Synergy_HSA=17.1. (8) Drug 1: COCCOC1=C(C=C2C(=C1)C(=NC=N2)NC3=CC=CC(=C3)C#C)OCCOC.Cl. Drug 2: B(C(CC(C)C)NC(=O)C(CC1=CC=CC=C1)NC(=O)C2=NC=CN=C2)(O)O. Cell line: SK-MEL-28. Synergy scores: CSS=72.6, Synergy_ZIP=13.5, Synergy_Bliss=13.2, Synergy_Loewe=12.0, Synergy_HSA=12.1. (9) Drug 1: C1=NC2=C(N1)C(=S)N=C(N2)N. Drug 2: CC(C)NC(=O)C1=CC=C(C=C1)CNNC.Cl. Cell line: NCIH23. Synergy scores: CSS=52.9, Synergy_ZIP=-3.69, Synergy_Bliss=-3.31, Synergy_Loewe=-25.1, Synergy_HSA=-3.37.